Dataset: Forward reaction prediction with 1.9M reactions from USPTO patents (1976-2016). Task: Predict the product of the given reaction. Given the reactants [CH3:1][O:2][C:3](=[O:10])[CH2:4][CH2:5][CH2:6][C:7](Cl)=[O:8].[F:11][C:12]1[CH:13]=[C:14]([C:22]2[S:26][C:25]([NH2:27])=[N:24][C:23]=2[CH3:28])[CH:15]=[CH:16][C:17]=1[S:18]([CH3:21])(=[O:20])=[O:19], predict the reaction product. The product is: [CH3:1][O:2][C:3](=[O:10])[CH2:4][CH2:5][CH2:6][C:7](=[O:8])[NH:27][C:25]1[S:26][C:22]([C:14]2[CH:15]=[CH:16][C:17]([S:18]([CH3:21])(=[O:19])=[O:20])=[C:12]([F:11])[CH:13]=2)=[C:23]([CH3:28])[N:24]=1.